Dataset: Catalyst prediction with 721,799 reactions and 888 catalyst types from USPTO. Task: Predict which catalyst facilitates the given reaction. (1) Reactant: BrBr.[F:3][C:4]1[CH:5]=[C:6]([NH:10][C:11]([NH2:13])=[S:12])[CH:7]=[CH:8][CH:9]=1. Product: [NH2:13][C:11]1[S:12][C:7]2[CH:8]=[CH:9][C:4]([F:3])=[CH:5][C:6]=2[N:10]=1. The catalyst class is: 2. (2) Reactant: Br[CH2:2][C:3]1[CH:8]=[CH:7][C:6]([CH2:9][CH2:10][N:11]2[CH:16]=[CH:15][C:14]([O:17][CH2:18][C:19]3[C:24]([CH3:25])=[CH:23][CH:22]=[CH:21][N:20]=3)=[CH:13][C:12]2=[O:26])=[CH:5][CH:4]=1.[NH:27]1[CH2:31][CH2:30][CH2:29][CH2:28]1. Product: [CH3:25][C:24]1[C:19]([CH2:18][O:17][C:14]2[CH:15]=[CH:16][N:11]([CH2:10][CH2:9][C:6]3[CH:7]=[CH:8][C:3]([CH2:2][N:27]4[CH2:31][CH2:30][CH2:29][CH2:28]4)=[CH:4][CH:5]=3)[C:12](=[O:26])[CH:13]=2)=[N:20][CH:21]=[CH:22][CH:23]=1. The catalyst class is: 3. (3) Reactant: [C:1]([C:5]1[CH:6]=[C:7]2[C:11](=[CH:12][CH:13]=1)[C:10](=O)[CH2:9][CH2:8]2)([CH3:4])([CH3:3])[CH3:2].Cl.[CH3:16][O:17][NH2:18]. Product: [CH3:16][O:17][N:18]=[C:10]1[C:11]2[C:7](=[CH:6][C:5]([C:1]([CH3:4])([CH3:3])[CH3:2])=[CH:13][CH:12]=2)[CH2:8][CH2:9]1. The catalyst class is: 17. (4) Reactant: [NH2:1][CH2:2][C:3]1[C:4]([F:20])=[C:5]([O:10][C:11]2[CH:12]=[C:13]([CH:16]=[C:17](Br)[CH:18]=2)[C:14]#[N:15])[C:6]([Cl:9])=[CH:7][CH:8]=1.[CH2:21]([Sn](CCCC)(CCCC)CC=C)[CH2:22][CH2:23]C.C(OCC)(=O)C.O. Product: [NH2:1][CH2:2][C:3]1[C:4]([F:20])=[C:5]([O:10][C:11]2[CH:12]=[C:13]([CH:16]=[C:17]([CH2:23][CH:22]=[CH2:21])[CH:18]=2)[C:14]#[N:15])[C:6]([Cl:9])=[CH:7][CH:8]=1. The catalyst class is: 427. (5) Reactant: [NH2:1][C:2]1[N:7]=[CH:6][C:5]([CH2:8][CH:9]([C:15]2[N:16]=[CH:17][NH:18][CH:19]=2)[C:10]([O:12][CH2:13][CH3:14])=[O:11])=[CH:4][CH:3]=1.Br[CH:21]1[CH2:26][CH2:25][N:24]([C:27]([O:29][CH2:30][C:31]2[CH:36]=[CH:35][CH:34]=[CH:33][CH:32]=2)=[O:28])[CH2:23][CH2:22]1.C(N(CC)CC)C.CC(=O)OCC.O. Product: [NH2:1][C:2]1[N:7]=[CH:6][C:5]([CH2:8][CH:9]([C:15]2[N:16]=[CH:17][N:18]([CH:21]3[CH2:26][CH2:25][N:24]([C:27]([O:29][CH2:30][C:31]4[CH:32]=[CH:33][CH:34]=[CH:35][CH:36]=4)=[O:28])[CH2:23][CH2:22]3)[CH:19]=2)[C:10]([O:12][CH2:13][CH3:14])=[O:11])=[CH:4][CH:3]=1. The catalyst class is: 1. (6) Reactant: I[CH2:2][CH2:3][CH2:4][CH2:5][CH2:6][CH2:7][CH2:8][CH2:9][O:10][C:11]1[CH:16]=[CH:15][CH:14]=[CH:13][C:12]=1[CH3:17].[C:18]1(=[O:28])[NH:22][C:21](=[O:23])[C:20]2=[CH:24][CH:25]=[CH:26][CH:27]=[C:19]12.[K].C(OCCCCCCCCN1C(=O)C2=CC=CC=C2C1=O)CCCCC. Product: [C:12]1([CH3:17])[CH:13]=[CH:14][CH:15]=[CH:16][C:11]=1[O:10][CH2:9][CH2:8][CH2:7][CH2:6][CH2:5][CH2:4][CH2:3][CH2:2][N:22]1[C:21](=[O:23])[C:20]2=[CH:24][CH:25]=[CH:26][CH:27]=[C:19]2[C:18]1=[O:28]. The catalyst class is: 3. (7) Reactant: [OH:1][C:2]1[CH:9]=[CH:8][CH:7]=[CH:6][C:3]=1[CH2:4][OH:5].[Cl:10][C:11]1[CH:18]=[CH:17][CH:16]=[CH:15][C:12]=1[CH2:13]Br.C(=O)([O-])[O-].[K+].[K+]. Product: [Cl:10][C:11]1[CH:18]=[CH:17][CH:16]=[CH:15][C:12]=1[CH2:13][O:1][C:2]1[CH:9]=[CH:8][CH:7]=[CH:6][C:3]=1[CH2:4][OH:5]. The catalyst class is: 10.